Dataset: Full USPTO retrosynthesis dataset with 1.9M reactions from patents (1976-2016). Task: Predict the reactants needed to synthesize the given product. (1) Given the product [CH3:40][O:39][C:37]1[CH:36]=[CH:35][N:34]=[C:33]([N:27]2[CH2:28][CH2:29][C:23]3([C:22](=[O:30])[N:21]([CH2:20][C:13]4[C:14]5[C:19](=[CH:18][CH:17]=[CH:16][CH:15]=5)[N:11]([S:8]([C:5]5[CH:6]=[CH:7][C:2]([CH3:31])=[CH:3][CH:4]=5)(=[O:10])=[O:9])[CH:12]=4)[CH2:25][CH2:24]3)[CH2:26]2)[N:38]=1, predict the reactants needed to synthesize it. The reactants are: Cl.[C:2]1([CH3:31])[CH:7]=[CH:6][C:5]([S:8]([N:11]2[C:19]3[C:14](=[CH:15][CH:16]=[CH:17][CH:18]=3)[C:13]([CH2:20][N:21]3[CH2:25][CH2:24][C:23]4([CH2:29][CH2:28][NH:27][CH2:26]4)[C:22]3=[O:30])=[CH:12]2)(=[O:10])=[O:9])=[CH:4][CH:3]=1.Cl[C:33]1[N:38]=[C:37]([O:39][CH3:40])[CH:36]=[CH:35][N:34]=1.C(N(C(C)C)CC)(C)C. (2) Given the product [Br:1][C:2]1[CH:3]=[C:4]2[C:8](=[C:9]([C:12]([OH:14])=[O:13])[C:10]=1[Cl:11])[NH:7][CH:6]=[CH:5]2, predict the reactants needed to synthesize it. The reactants are: [Br:1][C:2]1[CH:3]=[C:4]2[C:8](=[C:9]([C:12]([OH:14])=[O:13])[C:10]=1[Cl:11])[N:7](C(OC(C)(C)C)=O)[CH:6]=[CH:5]2.O.C(=O)([O-])[O-].[K+].[K+]. (3) The reactants are: [C:1]1([CH:7]([C:21]2[CH:26]=[CH:25][CH:24]=[CH:23][CH:22]=2)[CH2:8][N:9]([CH3:20])[C:10](=[O:19])[CH:11](O)[C:12]2[CH:17]=[CH:16][CH:15]=[CH:14][CH:13]=2)[CH:6]=[CH:5][CH:4]=[CH:3][CH:2]=1.[H-].[Na+].C1(C)C=CC(S(Cl)(=O)=O)=CC=1.[NH2:40][CH2:41][CH2:42][C:43]1[N:47]=[CH:46][NH:45][CH:44]=1. Given the product [C:1]1([CH:7]([C:21]2[CH:26]=[CH:25][CH:24]=[CH:23][CH:22]=2)[CH2:8][N:9]([CH3:20])[C:10](=[O:19])[CH:11]([NH:40][CH2:41][CH2:42][C:43]2[N:47]=[CH:46][NH:45][CH:44]=2)[C:12]2[CH:17]=[CH:16][CH:15]=[CH:14][CH:13]=2)[CH:6]=[CH:5][CH:4]=[CH:3][CH:2]=1, predict the reactants needed to synthesize it. (4) The reactants are: [Br:1][C:2]1[CH:3]=[C:4]([CH:7]=[CH:8][CH:9]=1)[CH2:5]Br.[C:10]1([CH:16]2[O:21][CH2:20][CH2:19][NH:18][CH2:17]2)[CH:15]=[CH:14][CH:13]=[CH:12][CH:11]=1.C(=O)([O-])[O-].[K+].[K+]. Given the product [Br:1][C:2]1[CH:3]=[C:4]([CH:7]=[CH:8][CH:9]=1)[CH2:5][N:18]1[CH2:19][CH2:20][O:21][CH:16]([C:10]2[CH:15]=[CH:14][CH:13]=[CH:12][CH:11]=2)[CH2:17]1, predict the reactants needed to synthesize it.